From a dataset of Experimentally validated miRNA-target interactions with 360,000+ pairs, plus equal number of negative samples. Binary Classification. Given a miRNA mature sequence and a target amino acid sequence, predict their likelihood of interaction. (1) The miRNA is mmu-miR-669n with sequence AUUUGUGUGUGGAUGUGUGU. The protein sequence of the target gene is MAGVEQAASFGGHLNGDLDPDDREEGTSSTAEEAAKKKRRKKKKGKGAVSAVQQELDKESGALVDEVAKQLESQALEEKERDDDDEDGDGDADGATGKKKKKKKKKRGPKVQTDPPSVPICDLYPNGVFPKGQECEYPPTQDGRTAAWRTTSEEKKALDQASEEIWNDFREAAEAHRQVRKYVMSWIKPGMTMIEICEKLEDCSRKLIKENGLNAGLAFPTGCSLNNCAAHYTPNAGDTTVLQYDDICKIDFGTHISGRIIDCAFTVTFNPKYDILLTAVKDATNTGIKCAGIDVRLCDV.... Result: 0 (no interaction). (2) The miRNA is hsa-miR-3173-5p with sequence UGCCCUGCCUGUUUUCUCCUUU. The protein sequence of the target gene is MRDPGAAAPLSSLGLCALVLALLGALSAGAGAQPYHGEKGISVPDHGFCQPISIPLCTDIAYNQTILPNLLGHTNQEDAGLEVHQFYPLVKVQCSPELRFFLCSMYAPVCTVLDQAIPPCRSLCERARQGCEALMNKFGFQWPERLRCENFPVHGAGEICVGQNTSDGSGGPGGGPTAYPTAPYLPDLPFTALPPGASDGRGRPAFPFSCPRQLKVPPYLGYRFLGERDCGAPCEPGRANGLMYFKEEERRFARLWVGVWSVLCCASTLFTVLTYLVDMRRFSYPERPIIFLSGCYFMVA.... Result: 0 (no interaction). (3) The miRNA is hsa-miR-6512-3p with sequence UUCCAGCCCUUCUAAUGGUAGG. The protein sequence of the target gene is MASILLRSCRGRAPARLPPPPRYTVPRGSPGDPAHLSCASTLGLRNCLNVPFGCCTPIHPVYTSSRGDHLGCWALRPECLRIVSRAPWTSTSVGFVAVGPQCLPVRGWHSSRPVRDDSVVEKSLKSLKDKNKKLEEGGPVYSPPAEVVVKKSLGQRVLDELKHYYHGFRLLWIDTKIAARMLWRILNGHSLTRRERRQFLRICADLFRLVPFLVFVVVPFMEFLLPVAVKLFPNMLPSTFETQSLKEERLKKELRVKLELAKFLQDTIEEMALKNKAAKGSATKDFSVFFQKIRETGERP.... Result: 1 (interaction). (4) The miRNA is ssc-miR-143-3p with sequence UGAGAUGAAGCACUGUAGCUC. The protein sequence of the target gene is MAAPVDLELKKAFTELQAKVIDTQQKVKLADIQIEQLNRTKKHAHLTDTEIMTLVDETNMYEGVGRMFILQSKEAIHSQLLEKQKIAEEKIKELEQKKSYLERSVKEAEDNIREMLMARRAQ. Result: 0 (no interaction). (5) The miRNA is hsa-let-7b-5p with sequence UGAGGUAGUAGGUUGUGUGGUU. The protein sequence of the target gene is MPAVSLPPKENALFKRILRCYEHKQYRNGLKFCKQILSNPKFAEHGETLAMKGLTLNCLGKKEEAYELVRRGLRNDLKSHVCWHVYGLLQRSDKKYDEAIKCYRNALKWDKDNLQILRDLSLLQIQMRDLEGYRETRYQLLQLRPAQRASWIGYAIAYHLLEDYEMAAKILEEFRKTQQTSPDKVDYEYSELLLYQNQVLREAGLYREALEHLCTYEKQICDKLAVEETKGELLLQLCRLEDAADVYRGLQERNPENWAYYKGLEKALKPANMLERLKIYEEAWTKYPRGLVPRRLPLNF.... Result: 1 (interaction). (6) The miRNA is hsa-miR-497-3p with sequence CAAACCACACUGUGGUGUUAGA. The protein sequence of the target gene is MLLFLLSALVLLTQPLGYLEAEMKTYSHRTMPSACTLVMCSSVESGLPGRDGRDGREGPRGEKGDPGLPGAAGQAGMPGQAGPVGPKGDNGSVGEPGPKGDTGPSGPPGPPGVPGPAGREGPLGKQGNIGPQGKPGPKGEAGPKGEVGAPGMQGSAGARGLAGPKGERGVPGERGVPGNTGAAGSAGAMGPQGSPGARGPPGLKGDKGIPGDKGAKGESGLPDVASLRQQVEALQGQVQHLQAAFSQYKKVELFPNGQSVGEKIFKTAGFVKPFTEAQLLCTQAGGQLASPRSAAENAAL.... Result: 0 (no interaction).